This data is from Full USPTO retrosynthesis dataset with 1.9M reactions from patents (1976-2016). The task is: Predict the reactants needed to synthesize the given product. Given the product [OH:21][C:4]1[C:3]([O:2][CH3:1])=[C:8]([O:9][CH3:10])[CH:7]=[CH:6][C:5]=1[C:11]1[CH:12]=[C:13]2[C:17](=[CH:18][CH:19]=1)[C:16](=[O:20])[NH:15][CH2:14]2, predict the reactants needed to synthesize it. The reactants are: [CH3:1][O:2][C:3]1[C:4]([O:21]COC)=[C:5]([C:11]2[CH:12]=[C:13]3[C:17](=[CH:18][CH:19]=2)[C:16](=[O:20])[NH:15][CH2:14]3)[CH:6]=[CH:7][C:8]=1[O:9][CH3:10].Cl.